Dataset: Full USPTO retrosynthesis dataset with 1.9M reactions from patents (1976-2016). Task: Predict the reactants needed to synthesize the given product. (1) Given the product [ClH:1].[CH3:11][NH:10][O:9][CH2:2][C:3]1[CH:8]=[CH:7][CH:6]=[CH:5][CH:4]=1, predict the reactants needed to synthesize it. The reactants are: [ClH:1].[CH2:2]([O:9][NH2:10])[C:3]1[CH:8]=[CH:7][CH:6]=[CH:5][CH:4]=1.[C:11](OC(OC(C)(C)C)=O)(OC(C)(C)C)=O.CN1CCOCC1.CI.[H-].[Na+]. (2) Given the product [CH3:1][O:2][C:3]1[CH:8]=[CH:7][C:6]([C:9]2[S:13][C:12]([C:14]([Cl:19])=[O:16])=[CH:11][CH:10]=2)=[CH:5][CH:4]=1, predict the reactants needed to synthesize it. The reactants are: [CH3:1][O:2][C:3]1[CH:8]=[CH:7][C:6]([C:9]2[S:13][C:12]([C:14]([OH:16])=O)=[CH:11][CH:10]=2)=[CH:5][CH:4]=1.S(Cl)([Cl:19])=O. (3) Given the product [CH2:27]([S:24]([CH2:23][CH2:22][C:17]12[CH2:18][CH2:19][C:14]([C:12]([NH:11][CH3:2])=[O:13])([CH2:21][CH2:20]1)[CH2:15][CH2:16]2)(=[O:26])=[O:25])[CH3:28], predict the reactants needed to synthesize it. The reactants are: C12CC3CC(CC(C3)[CH:2]1[NH:11][C:12]([C:14]13[CH2:21][CH2:20][C:17]([CH2:22][CH2:23][S:24]([CH2:27][CH3:28])(=[O:26])=[O:25])([CH2:18][CH2:19]1)[CH2:16][CH2:15]3)=[O:13])C2.C12CC3CC(CC(C3)C1N)C2.CN(C=O)C.C(N(C(C)C)CC)(C)C. (4) Given the product [C:37]([O:36][C:34]([N:8]1[CH2:9][CH2:10][C:11]([CH2:14][C:15]([O:17][CH2:18][CH3:19])=[O:16])([CH2:20][C:21]([O:23][CH2:24][CH3:25])=[O:22])[CH2:12][CH2:13]1)=[O:35])([CH3:38])([CH3:39])[CH3:40], predict the reactants needed to synthesize it. The reactants are: C([N:8]1[CH2:13][CH2:12][C:11]([CH2:20][C:21]([O:23][CH2:24][CH3:25])=[O:22])([CH2:14][C:15]([O:17][CH2:18][CH3:19])=[O:16])[CH2:10][CH2:9]1)C1C=CC=CC=1.[CH3:38][C:37]([O:36][C:34](O[C:34]([O:36][C:37]([CH3:40])([CH3:39])[CH3:38])=[O:35])=[O:35])([CH3:40])[CH3:39]. (5) Given the product [Cl:1][C:2]1[CH:3]=[C:4]2[C:13](=[CH:14][CH:15]=1)[C:12]([NH:25][CH:22]1[CH2:23][CH2:24][N:20]([CH3:19])[CH2:21]1)=[C:11]1[C:6]([CH:7]=[CH:8][C:9]([O:17][CH3:18])=[CH:10]1)=[N:5]2, predict the reactants needed to synthesize it. The reactants are: [Cl:1][C:2]1[CH:3]=[C:4]2[C:13](=[CH:14][CH:15]=1)[C:12](Cl)=[C:11]1[C:6]([CH:7]=[CH:8][C:9]([O:17][CH3:18])=[CH:10]1)=[N:5]2.[CH3:19][N:20]1[CH2:24][CH2:23][CH:22]([NH2:25])[CH2:21]1. (6) Given the product [CH3:7][C@@H:6]1[C@@H:2]([O:1][S:18]([C:21]2[CH:27]=[CH:26][C:24]([CH3:25])=[CH:23][CH:22]=2)(=[O:20])=[O:19])[CH2:3][N:4]([C:8]([O:10][CH2:11][C:12]2[CH:17]=[CH:16][CH:15]=[CH:14][CH:13]=2)=[O:9])[CH2:5]1, predict the reactants needed to synthesize it. The reactants are: [OH:1][C@@H:2]1[C@@H:6]([CH3:7])[CH2:5][N:4]([C:8]([O:10][CH2:11][C:12]2[CH:17]=[CH:16][CH:15]=[CH:14][CH:13]=2)=[O:9])[CH2:3]1.[S:18](Cl)([C:21]1[CH:27]=[CH:26][C:24]([CH3:25])=[CH:23][CH:22]=1)(=[O:20])=[O:19]. (7) Given the product [C:16]([N:13]1[CH2:14][CH2:15][N:10]([CH2:9][C:6]2[CH:5]=[CH:4][N:3]=[C:2]([NH2:84])[C:7]=2[F:8])[CH2:11][CH2:12]1)(=[O:18])[CH3:17], predict the reactants needed to synthesize it. The reactants are: Cl[C:2]1[C:7]([F:8])=[C:6]([CH2:9][N:10]2[CH2:15][CH2:14][N:13]([C:16](=[O:18])[CH3:17])[CH2:12][CH2:11]2)[CH:5]=[CH:4][N:3]=1.CC([O-])(C)C.[Na+].C1C=CC(P(C2C(C3C(P(C4C=CC=CC=4)C4C=CC=CC=4)=CC=C4C=3C=CC=C4)=C3C(C=CC=C3)=CC=2)C2C=CC=CC=2)=CC=1.C(=[NH:84])(C1C=CC=CC=1)C1C=CC=CC=1.Cl.C1COCC1. (8) Given the product [NH2:22][CH:19]([C:14]1([O:17][CH3:18])[CH2:15][CH2:16][CH:11]([OH:10])[CH2:12][CH2:13]1)[CH2:20][CH3:21], predict the reactants needed to synthesize it. The reactants are: N.[Na].C([O:10][CH:11]1[CH2:16][CH2:15][C:14]([CH:19]([NH2:22])[CH2:20][CH3:21])([O:17][CH3:18])[CH2:13][CH2:12]1)C1C=CC=CC=1. (9) Given the product [CH3:1][C:3]1[C:11]2[C:6](=[CH:7][CH:8]=[C:9]([C:12]([O:14][CH3:15])=[O:13])[CH:10]=2)[NH:5][CH:4]=1, predict the reactants needed to synthesize it. The reactants are: [CH:1]([C:3]1[C:11]2[C:6](=[CH:7][CH:8]=[C:9]([C:12]([O:14][CH3:15])=[O:13])[CH:10]=2)[NH:5][CH:4]=1)=O.O.C1(C)C=CC(S(O)(=O)=O)=CC=1.